Task: Predict which catalyst facilitates the given reaction.. Dataset: Catalyst prediction with 721,799 reactions and 888 catalyst types from USPTO Reactant: Br[C:2]1[C:15]2[C:14](=[O:16])[N:13]([CH2:17][CH2:18][N:19]3[CH2:24][CH2:23][O:22][CH2:21][CH2:20]3)[C:12](=[O:25])[C:11]3=[CH:26][C:27](Br)=[C:8]4[C:9]([C:10]=23)=[C:4]([C:5](=[O:38])[N:6]([CH2:30][CH2:31][N:32]2[CH2:37][CH2:36][O:35][CH2:34][CH2:33]2)[C:7]4=[O:29])[CH:3]=1.[NH2:39][CH2:40][CH2:41][CH2:42][N:43]1[CH2:48][CH2:47][N:46]([CH3:49])[CH2:45][CH2:44]1. The catalyst class is: 37. Product: [CH3:49][N:46]1[CH2:45][CH2:44][N:43]([CH2:42][CH2:41][CH2:40][NH:39][C:2]2[C:15]3[C:14](=[O:16])[N:13]([CH2:17][CH2:18][N:19]4[CH2:24][CH2:23][O:22][CH2:21][CH2:20]4)[C:12](=[O:25])[C:11]4=[CH:26][C:27]([NH:39][CH2:40][CH2:41][CH2:42][N:43]5[CH2:44][CH2:45][N:46]([CH3:49])[CH2:47][CH2:48]5)=[C:8]5[C:9]([C:10]=34)=[C:4]([C:5](=[O:38])[N:6]([CH2:30][CH2:31][N:32]3[CH2:37][CH2:36][O:35][CH2:34][CH2:33]3)[C:7]5=[O:29])[CH:3]=2)[CH2:48][CH2:47]1.